From a dataset of Full USPTO retrosynthesis dataset with 1.9M reactions from patents (1976-2016). Predict the reactants needed to synthesize the given product. (1) Given the product [C:1]1(=[C:8]([C:9]2[CH:14]=[CH:13][C:12]([O:15][C:16]([CH3:23])([CH3:22])[CH2:17][OH:18])=[CH:11][CH:10]=2)[C:24]2[CH:29]=[CH:28][C:27]([OH:30])=[CH:26][CH:25]=2)[CH2:2][CH2:3][CH2:4][CH2:5][CH2:6][CH2:7]1, predict the reactants needed to synthesize it. The reactants are: [C:1]1(=[C:8]([C:24]2[CH:29]=[CH:28][C:27]([OH:30])=[CH:26][CH:25]=2)[C:9]2[CH:14]=[CH:13][C:12]([O:15][C:16]([CH3:23])([CH3:22])[C:17](OCC)=[O:18])=[CH:11][CH:10]=2)[CH2:7][CH2:6][CH2:5][CH2:4][CH2:3][CH2:2]1.[H-].[H-].[H-].[H-].[Li+].[Al+3]. (2) Given the product [Cl:18][C:19]1[CH:24]=[C:23]([O:25][C:26]([F:28])([F:27])[F:29])[CH:22]=[C:21]([Cl:30])[C:20]=1[NH:31][C:32]([NH:1][C:2]1[CH:6]=[C:5]([C:7]2[CH:8]=[CH:9][C:10]([O:13][CH3:14])=[CH:11][CH:12]=2)[S:4][C:3]=1[C:15]([OH:17])=[O:16])=[O:33], predict the reactants needed to synthesize it. The reactants are: [NH2:1][C:2]1[CH:6]=[C:5]([C:7]2[CH:12]=[CH:11][C:10]([O:13][CH3:14])=[CH:9][CH:8]=2)[S:4][C:3]=1[C:15]([OH:17])=[O:16].[Cl:18][C:19]1[CH:24]=[C:23]([O:25][C:26]([F:29])([F:28])[F:27])[CH:22]=[C:21]([Cl:30])[C:20]=1[N:31]=[C:32]=[O:33].C(N(CC)CC)C.O. (3) Given the product [CH3:16][O:15][N:2]([CH3:1])[C:3](=[O:14])[C:4]1[CH:9]=[CH:8][C:7]([N+:10]([O-:12])=[O:11])=[C:6]([NH:22][CH:17]2[CH2:21][CH2:20][CH2:19][CH2:18]2)[CH:5]=1, predict the reactants needed to synthesize it. The reactants are: [CH3:1][N:2]([O:15][CH3:16])[C:3](=[O:14])[C:4]1[CH:9]=[CH:8][C:7]([N+:10]([O-:12])=[O:11])=[C:6](F)[CH:5]=1.[CH:17]1([NH2:22])[CH2:21][CH2:20][CH2:19][CH2:18]1.C(#N)C. (4) Given the product [Cl:27][C:14]1[CH:15]=[C:16]([NH:17][C:18](=[O:26])[C:19]2[CH:24]=[CH:23][CH:22]=[C:21]([Cl:25])[CH:20]=2)[C:11]([N:8]2[CH2:9][CH2:10][CH:5]([C:3]([OH:4])=[O:2])[CH2:6][CH2:7]2)=[N:12][CH:13]=1, predict the reactants needed to synthesize it. The reactants are: C[O:2][C:3]([CH:5]1[CH2:10][CH2:9][N:8]([C:11]2[C:16]([NH:17][C:18](=[O:26])[C:19]3[CH:24]=[CH:23][CH:22]=[C:21]([Cl:25])[CH:20]=3)=[CH:15][C:14]([Cl:27])=[CH:13][N:12]=2)[CH2:7][CH2:6]1)=[O:4].O.[OH-].[Na+].